Dataset: hERG potassium channel inhibition data for cardiac toxicity prediction from Karim et al.. Task: Regression/Classification. Given a drug SMILES string, predict its toxicity properties. Task type varies by dataset: regression for continuous values (e.g., LD50, hERG inhibition percentage) or binary classification for toxic/non-toxic outcomes (e.g., AMES mutagenicity, cardiotoxicity, hepatotoxicity). Dataset: herg_karim. (1) The molecule is Cc1cccc(NC(=N)c2ccc(-c3ccc(Cl)cc3)o2)c1. The result is 1 (blocker). (2) The drug is C[C@@H]1CN(CC#N)CCN1c1cc2[nH]c(SC(C)(C)C)nc2cc1Cl. The result is 0 (non-blocker). (3) The molecule is CN1C[C@@H]2C[C@H]1CN2c1ncc(-c2ccccc2)cn1. The result is 0 (non-blocker). (4) The drug is O=C1OCc2cc(CCC3C4CN(C(=O)Cc5ccc(-n6cnnn6)cc5)CC34)ccc21. The result is 1 (blocker). (5) The molecule is CC(C)[C@H](O)C(=O)N[C@@H](C)C(=O)N[C@@H]1C(=O)N(C)CCc2ccccc21. The result is 0 (non-blocker). (6) The compound is Cc1c(Cl)ccc(OC2CCN(C[C@H](O)CNC(=O)c3cn[nH]c3C(F)(F)F)CC2)c1Cl. The result is 1 (blocker). (7) The drug is Cc1ccc(-c2ccc(C#Cc3cccc(C#Cc4ccc(-c5ccc(C)cc5)cc4)[n+]3C)cc2)cc1. The result is 1 (blocker).